Regression/Classification. Given a drug SMILES string, predict its toxicity properties. Task type varies by dataset: regression for continuous values (e.g., LD50, hERG inhibition percentage) or binary classification for toxic/non-toxic outcomes (e.g., AMES mutagenicity, cardiotoxicity, hepatotoxicity). Dataset: ames. From a dataset of Ames mutagenicity test results for genotoxicity prediction. (1) The compound is ClCC(Cl)(Cl)Cl. The result is 0 (non-mutagenic). (2) The compound is CCCCC(CC)COCC1CO1. The result is 1 (mutagenic).